This data is from Forward reaction prediction with 1.9M reactions from USPTO patents (1976-2016). The task is: Predict the product of the given reaction. (1) Given the reactants [F:1][C:2]1[CH:7]=[CH:6][C:5]([OH:8])=[CH:4][CH:3]=1.N1C=CC=CC=1.[F:15][C:16]([F:29])([F:28])[S:17](O[S:17]([C:16]([F:29])([F:28])[F:15])(=[O:19])=[O:18])(=[O:19])=[O:18], predict the reaction product. The product is: [F:15][C:16]([F:29])([F:28])[S:17]([O:8][C:5]1[CH:6]=[CH:7][C:2]([F:1])=[CH:3][CH:4]=1)(=[O:19])=[O:18]. (2) Given the reactants [CH3:1][N:2]([CH3:16])[S:3]([C:6]1[CH:7]=[C:8]2[C:12](=[CH:13][CH:14]=1)[NH:11][C:10](=[O:15])[CH2:9]2)(=[O:5])=[O:4].[C:17]1([S:23]([C:26]2[C:27]([CH2:34][CH2:35][C:36]([OH:38])=[O:37])=[C:28]([CH:32]=O)[NH:29][C:30]=2[CH3:31])(=[O:25])=[O:24])[CH:22]=[CH:21][CH:20]=[CH:19][CH:18]=1.CC(O/N=C(/C(NCC=O)=O)\C1N=C(N)SC=1)(C(O)=O)C.N1CCCCC1, predict the reaction product. The product is: [C:17]1([S:23]([C:26]2[C:27]([CH2:34][CH2:35][C:36]([OH:38])=[O:37])=[C:28](/[CH:32]=[C:9]3\[C:10](=[O:15])[NH:11][C:12]4[C:8]\3=[CH:7][C:6]([S:3](=[O:5])(=[O:4])[N:2]([CH3:16])[CH3:1])=[CH:14][CH:13]=4)[NH:29][C:30]=2[CH3:31])(=[O:24])=[O:25])[CH:18]=[CH:19][CH:20]=[CH:21][CH:22]=1. (3) The product is: [CH2:19]([O:21][C:22]1[CH:31]=[C:30]2[C:25]([C:26]([NH:32][C:33]3[CH:38]=[CH:37][CH:36]=[C:35]([C:39]#[CH:40])[CH:34]=3)=[N:27][CH:28]=[N:29]2)=[CH:24][C:23]=1[NH:41][C:10](=[O:12])/[CH:9]=[CH:8]/[CH2:7][N:1]1[CH2:2][CH2:3][CH2:4][CH2:5][CH2:6]1)[CH3:20]. Given the reactants [N:1]1([CH2:7]/[CH:8]=[CH:9]/[C:10]([OH:12])=O)[CH2:6][CH2:5][CH2:4][CH2:3][CH2:2]1.C(Cl)(=O)C(Cl)=O.[CH2:19]([O:21][C:22]1[CH:31]=[C:30]2[C:25]([C:26]([NH:32][C:33]3[CH:38]=[CH:37][CH:36]=[C:35]([C:39]#[CH:40])[CH:34]=3)=[N:27][CH:28]=[N:29]2)=[CH:24][C:23]=1[NH2:41])[CH3:20].CCN(C(C)C)C(C)C, predict the reaction product.